From a dataset of Full USPTO retrosynthesis dataset with 1.9M reactions from patents (1976-2016). Predict the reactants needed to synthesize the given product. (1) The reactants are: Br[C:2]1[CH:3]=[N:4][C:5]([N:8]2[CH2:12][CH2:11][CH2:10][C:9]2=[O:13])=[N:6][CH:7]=1.[OH:14][C:15]([CH3:48])([CH3:47])[CH2:16][C@@:17]1([C:41]2[CH:46]=[CH:45][CH:44]=[CH:43][CH:42]=2)[O:22][C:21](=[O:23])[N:20]([C@H:24]([C:26]2[CH:31]=[CH:30][C:29](B3OC(C)(C)C(C)(C)O3)=[CH:28][CH:27]=2)[CH3:25])[CH2:19][CH2:18]1. Given the product [OH:14][C:15]([CH3:47])([CH3:48])[CH2:16][C@@:17]1([C:41]2[CH:46]=[CH:45][CH:44]=[CH:43][CH:42]=2)[O:22][C:21](=[O:23])[N:20]([C@H:24]([C:26]2[CH:27]=[CH:28][C:29]([C:2]3[CH:3]=[N:4][C:5]([N:8]4[CH2:12][CH2:11][CH2:10][C:9]4=[O:13])=[N:6][CH:7]=3)=[CH:30][CH:31]=2)[CH3:25])[CH2:19][CH2:18]1, predict the reactants needed to synthesize it. (2) Given the product [CH2:15]([O:14][CH2:13][CH2:12][CH2:11][O:1][C:2]1[CH:9]=[CH:8][C:5]([CH:6]=[O:7])=[CH:4][CH:3]=1)[C:16]1[CH:21]=[CH:20][CH:19]=[CH:18][CH:17]=1, predict the reactants needed to synthesize it. The reactants are: [OH:1][C:2]1[CH:9]=[CH:8][C:5]([CH:6]=[O:7])=[CH:4][CH:3]=1.Br[CH2:11][CH2:12][CH2:13][O:14][CH2:15][C:16]1[CH:21]=[CH:20][CH:19]=[CH:18][CH:17]=1.C(=O)([O-])[O-].[Cs+].[Cs+].[I-].[Na+]. (3) Given the product [CH2:21]([O:1][C:2]1[C:3]([O:12][CH3:13])=[CH:4][C:5]([CH:6]=[O:7])=[CH:8][C:9]=1[O:10][CH3:11])[CH2:22][CH2:23][CH3:24], predict the reactants needed to synthesize it. The reactants are: [OH:1][C:2]1[C:9]([O:10][CH3:11])=[CH:8][C:5]([CH:6]=[O:7])=[CH:4][C:3]=1[O:12][CH3:13].C([O-])([O-])=O.[Cs+].[Cs+].Br[CH2:21][CH2:22][CH2:23][CH3:24].O. (4) Given the product [OH:34][C:49]([C:18]([F:21])([F:20])[F:19])=[O:50].[CH3:12][OH:11], predict the reactants needed to synthesize it. The reactants are: BrCC1C=C2C(=CC=1)C1=N[O:11][C:12](C3C([C:18]([F:21])([F:20])[F:19])=C(C4C=CC=CC=4)ON=3)=C1CC2.N1CC[O:34]CC1CO.C(N(CC)CC)C.CN([CH:49]=[O:50])C. (5) Given the product [CH3:1][O:2][C:3]1[CH:4]=[C:5]2[C:8](=[CH:9][C:10]=1[O:11][CH3:12])[C@@H:7]([CH2:13][N:14]([CH2:17][C:18]#[N:19])[CH3:15])[CH2:6]2, predict the reactants needed to synthesize it. The reactants are: [CH3:1][O:2][C:3]1[CH:4]=[C:5]2[C:8](=[CH:9][C:10]=1[O:11][CH3:12])[C@@H:7]([CH2:13][NH:14][CH3:15])[CH2:6]2.Br[CH2:17][C:18]#[N:19].C(=O)([O-])[O-].[Na+].[Na+]. (6) Given the product [CH3:31][N:28]([CH3:27])[C:2]1[CH:7]=[N:6][C:5]([O:8][C:9]2[CH:10]=[C:11]3[C:16](=[CH:17][CH:18]=2)[O:15][CH:14]([C:19]2[CH:24]=[CH:23][CH:22]=[CH:21][CH:20]=2)[CH2:13][CH2:12]3)=[CH:4][CH:3]=1, predict the reactants needed to synthesize it. The reactants are: N[C:2]1[CH:3]=[CH:4][C:5]([O:8][C:9]2[CH:10]=[C:11]3[C:16](=[CH:17][CH:18]=2)[O:15][CH:14]([C:19]2[CH:24]=[CH:23][CH:22]=[CH:21][CH:20]=2)[CH2:13][CH2:12]3)=[N:6][CH:7]=1.C=O.[C:27]([BH3-])#[N:28].[Na+].[C:31](O)(=O)C.